Task: Predict which catalyst facilitates the given reaction.. Dataset: Catalyst prediction with 721,799 reactions and 888 catalyst types from USPTO (1) Reactant: [Cl:1][C:2]1[CH:7]=[CH:6][C:5]([S:8]([N:11]([CH:20]([CH3:29])[CH2:21][C:22]([O:24]C(C)(C)C)=[O:23])[C:12]2[CH:17]=[CH:16][CH:15]=[C:14]([O:18][CH3:19])[CH:13]=2)(=[O:10])=[O:9])=[CH:4][CH:3]=1.C(O)(C(F)(F)F)=O. Product: [Cl:1][C:2]1[CH:3]=[CH:4][C:5]([S:8]([N:11]([CH:20]([CH3:29])[CH2:21][C:22]([OH:24])=[O:23])[C:12]2[CH:17]=[CH:16][CH:15]=[C:14]([O:18][CH3:19])[CH:13]=2)(=[O:10])=[O:9])=[CH:6][CH:7]=1. The catalyst class is: 2. (2) Reactant: C[O:2][C:3](=[O:35])[C@@H:4]([NH:12][C:13]([C:15]1[CH:16]=[N:17][C:18]([O:21][CH2:22][C:23]2[C:24]([C:29]3[CH:34]=[CH:33][CH:32]=[CH:31][CH:30]=3)=[N:25][O:26][C:27]=2[CH3:28])=[CH:19][CH:20]=1)=[O:14])[CH2:5][C:6]1[CH:11]=[CH:10][CH:9]=[CH:8][CH:7]=1.O.[OH-].[Li+].Cl. Product: [CH3:28][C:27]1[O:26][N:25]=[C:24]([C:29]2[CH:30]=[CH:31][CH:32]=[CH:33][CH:34]=2)[C:23]=1[CH2:22][O:21][C:18]1[N:17]=[CH:16][C:15]([C:13]([NH:12][C@@H:4]([CH2:5][C:6]2[CH:11]=[CH:10][CH:9]=[CH:8][CH:7]=2)[C:3]([OH:35])=[O:2])=[O:14])=[CH:20][CH:19]=1. The catalyst class is: 87. (3) Product: [I:19][C:2]1[CH:10]=[CH:9][C:5]([C:6]([OH:8])=[O:7])=[CH:4][C:3]=1[C:11]([F:14])([F:13])[F:12]. The catalyst class is: 126. Reactant: N[C:2]1[CH:10]=[CH:9][C:5]([C:6]([OH:8])=[O:7])=[CH:4][C:3]=1[C:11]([F:14])([F:13])[F:12].N([O-])=O.[Na+].[I-:19].[K+]. (4) Reactant: [OH-].[K+].[CH3:3]C1C=CC(S(N(N=O)C)(=O)=O)=CC=1.C(O)CO.CCOCC.[NH:26]1[C:30]2[CH:31]=[C:32]([N:35]3[CH:39]([CH:40]4[CH2:45][CH2:44][CH2:43][CH2:42][CH2:41]4)[C:38]([CH3:46])=[C:37]([OH:47])[C:36]3=[O:48])[CH:33]=[CH:34][C:29]=2[N:28]=[CH:27]1. Product: [NH:26]1[C:30]2[CH:31]=[C:32]([N:35]3[CH:39]([CH:40]4[CH2:45][CH2:44][CH2:43][CH2:42][CH2:41]4)[C:38]([CH3:46])=[C:37]([O:47][CH3:3])[C:36]3=[O:48])[CH:33]=[CH:34][C:29]=2[N:28]=[CH:27]1. The catalyst class is: 5. (5) Reactant: Cl[C:2]1[C:7]([Cl:8])=[CH:6][C:5]([Cl:9])=[CH:4][N:3]=1.[C:10]([O:18][CH2:19][CH3:20])(=[O:17])[CH2:11][C:12]([O:14][CH2:15][CH3:16])=[O:13].C(=O)([O-])[O-].[Cs+].[Cs+]. Product: [Cl:8][C:7]1[C:2]([CH:11]([C:12]([O:14][CH2:15][CH3:16])=[O:13])[C:10]([O:18][CH2:19][CH3:20])=[O:17])=[N:3][CH:4]=[C:5]([Cl:9])[CH:6]=1. The catalyst class is: 16. (6) Reactant: [CH3:1][C:2]1([CH3:19])[CH2:6][O:5][C:4]2[CH:7]=[C:8]([CH3:18])[C:9]([C:11]3[N:12]=[CH:13][C:14]([NH2:17])=[N:15][CH:16]=3)=[CH:10][C:3]1=2.[F:20][C:21]1[CH:29]=[CH:28][CH:27]=[C:26]([F:30])[C:22]=1[C:23](Cl)=[O:24].CCN(C(C)C)C(C)C.C([O-])(O)=O.[Na+].C(Cl)Cl. Product: [F:20][C:21]1[CH:29]=[CH:28][CH:27]=[C:26]([F:30])[C:22]=1[C:23]([NH:17][C:14]1[CH:13]=[N:12][C:11]([C:9]2[C:8]([CH3:18])=[CH:7][C:4]3[O:5][CH2:6][C:2]([CH3:19])([CH3:1])[C:3]=3[CH:10]=2)=[CH:16][N:15]=1)=[O:24]. The catalyst class is: 2. (7) Reactant: [CH3:1][O:2][C:3]1[CH:4]=[CH:5][C:6]2[N:7]=[CH:8][NH:9][C:10](=O)[C:11]=2[N:12]=1.S(Cl)([Cl:16])=O. Product: [Cl:16][C:10]1[C:11]2[N:12]=[C:3]([O:2][CH3:1])[CH:4]=[CH:5][C:6]=2[N:7]=[CH:8][N:9]=1. The catalyst class is: 9.